Dataset: Experimentally validated miRNA-target interactions with 360,000+ pairs, plus equal number of negative samples. Task: Binary Classification. Given a miRNA mature sequence and a target amino acid sequence, predict their likelihood of interaction. (1) The miRNA is hsa-miR-1236-3p with sequence CCUCUUCCCCUUGUCUCUCCAG. The protein sequence of the target gene is MDTESQYSGYSYKSGHSRSSRKHRDRRDRHRSKSRDGSRGDKSVTIQAPGEPLLDNESTRGDERDDNWGETTTVVTGTSEHSISHDDLTRIAKDMEDSVPLDCSRHLGVAAGAILALLSFLTPLAFLLLPPLLWREELEPCGTACEGLFISVAFKLLILLLGSWALFFRRPKASLPRVFVLRALLMVLVFLLVISYWLFYGVRILDARERSYQGVVQFAVSLVDALLFVHYLAVVLLELRQLQPQFTLKVVRSTDGASRFYNVGHLSIQRVAVWILEKYYHDFPVYNPALLNLPKSVLAK.... Result: 0 (no interaction). (2) The miRNA is hsa-miR-4502 with sequence GCUGAUGAUGAUGGUGCUGAAG. The protein sequence of the target gene is MFQTFRKWFWSERYWLPPTIKWSDLEDHDGLVFVKASHLYITIPYAFLLMVVRYFFEKFVATPLANALGIKKTQHKIKPNAILENFFKHSTSKPSHTDIYGLAKKCNLTERQVERWLRIRQKQNKPCRLQKFQESCWRFTFYLLITMAGAVFLYDKPWAYDLWEVWNDYPRQPLLPSQYWYYILEMSFYWSLVFSLSTDIKRKDFLAHVIHHLAAISLMSFSWCANYIRSGTLVMFIHDISDIWLESAKMFSYAGWKQTCNTLFFIFTVVFFISRFIIFPFWILYCTLILPLHYLEPFFS.... Result: 0 (no interaction). (3) The miRNA is dre-miR-214 with sequence ACAGCAGGCACAGACAGGCAG. The protein sequence of the target gene is MISLKVCGFIQIWSQKTGMTKLKEALIETVQRQKEIKLVVTFKSGKFIRIFQLSNNIRSVVLRHCKKRQSHLRLTLKNNVFLFIDKLSYRDAKQLNMFLDIIHQNKSQQPMKSDDDWSVFESRNMLKEIDKTSFYSICNKPSYQKMPLFMSKSPTHVKKGILENQGGKGQNTLSSDVQTNEDILKEDNPVPNKKYKTDSLKYIQSNRKNPSSLEDLEKDRDLKLGPSFNTNCNGNPNLDETVLATQTLNAKNGLTSPLEPEHSQGDPRCNKAQVPLDSHSQQLQQGFPNLGNTCYMNAVL.... Result: 0 (no interaction). (4) The miRNA is mmu-miR-215-5p with sequence AUGACCUAUGAUUUGACAGAC. The protein sequence of the target gene is MGSLSSRVLRQPRPALAQQAQGARAGGSARRPDTGDDAAGHGFCYCAGSHKRKRSSGSFCYCHPDSETDEDEEEGDEQQRLLNTPRRKKLKSTSKYIYQTLFLNGENSDIKICALGEEWSLHKIYLCQSGYFSSMFSGSWKESSMNIIELEIPDQNIDVEALQVAFGSLYRDDVLIKPSRVVAILAAACLLQLDGLIQQCGETMKETVNVKTVCGYYTSAGTYGLDSVKKKCLEWLLNNLMTHQNVELFKELSINVMKQLIGSSNLFVMQVEMDIYTALKKWMFLQLVPSWNGSLKQLLT.... Result: 0 (no interaction). (5) The miRNA is hsa-miR-5703 with sequence AGGAGAAGUCGGGAAGGU. The protein sequence of the target gene is MARRSQSSSQGDNPLAPGYLPPHYKEYYRLAVDALAEGGSEAYSRFLATEGAPDFLCPEELEHVSRHLRPPQYVTREPPEGSLLDVDMDGSSGTYWPVNSDQAVPELDLGWPLTFGFQGTEVTTLVQPPPPDSPSIKDEARRMIRSAQQVVAVVMDMFTDVDLLSEVLEAAARRVPVYILLDEMNAQHFLDMADKCRVNLQHVDFLRVRTVAGPTYYCRTGKSFKGHVKEKFLLVDCAVVMSGSYSFMWSFEKIHRSLAHVFQGELVSSFDEEFRILFAQSEPLVPSAAALARMDAYALA.... Result: 1 (interaction). (6) The miRNA is rno-miR-351-3p with sequence GGUCAAGAGGCGCCUGGGAAC. The protein sequence of the target gene is MLENYRNLVFVGIAASKPDLITCLEQGKEPWNVKRHEMVAEPPVVCSYFARDLWPKQGKKNYFQKVILRRYKKCGCENLQLRKYCKSMDECKVHKECYNGLNQCLTTTQNKIFQCDKYVKVFHKFSNSNRHTIRHTGKKSFKCKECEKSFCMLSHLAQHKRIHSGEKPYKCKECGKAYNETSNLSTHKRIHTGKKPYKCEECGKAFNRLSHLTTHKIIHTGKKPYKCEECGKAFNQSANLTTHKRIHTGEKPYKCEECGRAFSQSSTLTAHKIIHAGEKPYKCEECGKAFSQSSTLTTHK.... Result: 0 (no interaction). (7) The miRNA is mmu-miR-425-5p with sequence AAUGACACGAUCACUCCCGUUGA. The protein sequence of the target gene is MACGFRRSIACQLSRVLALPPESLIKSISAVPVSKKEEVADFQLSVDSLLEDNNHKSQVDTQDQARRLAEKLKCDTVVTAISAGPRTLNFKINRELLTKAVLQQVTEDGCKYGLKSELFSDLPKKRIVVEFSSPNIAKKFHVGHLRSTIIGNFIANLKEALGHQVTRINYIGDWGMQFGLLGTGFQLFGYEEKLQTNPLQHLFDVYVQVNKEATDDKNVTKLAHEFFHRLEMGDTQALSLWQRFRDLSIEEYTQIYKRLGIYFDEYSGESFYREKSQDVLKLLDSKGLLQKTAEGNVVVD.... Result: 1 (interaction). (8) The miRNA is hsa-miR-8052 with sequence CGGGACUGUAGAGGGCAUGAGC. Result: 1 (interaction). The protein sequence of the target gene is MGDRERNKKRLLELLRAPDTGNAHCADCGAADPDWASYKLGIFICLNCCGVHRNFPDISRVKSVRLDFWDDSIVEFMIHNGNLRVKAKFEARVPAFYYIPQANDCLVLKEQWIRAKYERREFMADGETISLPGNREGFLWKRGRDNSQFLRRKFVLLAREGLLKYFTKEQGKSPKAVISIKDLNATFQTEKIGHPHGLQITYRRDGHTRNLFVYHESGKEIVDWFNALRAARLQYLKMAFPELPESELVPFLTRNYLKQGFMEKTGPKQKEPFKKRWFALDCHERRLLYYKNPLDAFEQG....